From a dataset of Full USPTO retrosynthesis dataset with 1.9M reactions from patents (1976-2016). Predict the reactants needed to synthesize the given product. (1) Given the product [CH3:13][O:14][C:15](=[O:16])[C:17]([NH:12][C:10]1[CH:11]=[C:2]([CH3:1])[CH:3]=[C:4]2[C:9]=1[N:8]=[CH:7][CH:6]=[CH:5]2)=[CH:18][C:19]([O:21][CH3:22])=[O:20], predict the reactants needed to synthesize it. The reactants are: [CH3:1][C:2]1[CH:3]=[C:4]2[C:9](=[C:10]([NH2:12])[CH:11]=1)[N:8]=[CH:7][CH:6]=[CH:5]2.[CH3:13][O:14][C:15]([C:17]#[C:18][C:19]([O:21][CH3:22])=[O:20])=[O:16]. (2) Given the product [CH:36]([C:3]1[CH:4]=[CH:5][C:6]2[C:7]3[C:29](=[CH:30][CH:31]=[CH:9][CH:8]=3)[CH2:15][C:14]=2[C:13]=1[CH:12]=[CH2:11])=[CH2:37], predict the reactants needed to synthesize it. The reactants are: C([C:3]([CH2:36][CH3:37])(P([O-])([O-])=O)[C:4]1C=[CH:15][C:14]2[C:13]3[C:8](=[CH:9]C(C(CC)(CC)P([O-])([O-])=O)=[CH:11][CH:12]=3)[C:7]([CH2:29][CH2:30][CH3:31])(CCC)[C:6]=2[CH:5]=1)C.C1OC2C=CC(C=O)=CC=2O1.[OH-].[K+]. (3) Given the product [Br:7][C:8]1[CH:17]=[C:16]2[C:11]([N:12]=[CH:13][C:14]([O:5][CH2:4][CH2:3][OH:6])=[N:15]2)=[CH:10][CH:9]=1, predict the reactants needed to synthesize it. The reactants are: [H-].[Na+].[CH2:3]([OH:6])[CH2:4][OH:5].[Br:7][C:8]1[CH:17]=[C:16]2[C:11]([N:12]=[CH:13][C:14](Cl)=[N:15]2)=[CH:10][CH:9]=1. (4) Given the product [C:11]([OH:23])(=[O:1])[CH2:12][CH2:13][CH2:14][CH2:15][CH2:16][CH2:17][CH2:18][CH2:19][CH2:20][CH2:21][CH3:22].[O:1]=[CH:2][C@@H:3]([C@H:5]([C@@H:7]([CH2:9][OH:10])[OH:8])[OH:6])[OH:4], predict the reactants needed to synthesize it. The reactants are: [O:1]=[CH:2][C@@H:3]([C@H:5]([C@@H:7]([CH2:9][OH:10])[OH:8])[OH:6])[OH:4].[C:11](Cl)(=[O:23])[CH2:12][CH2:13][CH2:14][CH2:15][CH2:16][CH2:17][CH2:18][CH2:19][CH2:20][CH2:21][CH3:22].ClCCl. (5) The reactants are: [OH:1][C:2]1[N:3]=[CH:4][C:5]2[C:10]([CH:11]=1)=[CH:9][CH:8]=[CH:7][CH:6]=2.[F:12][C:13]([F:26])([F:25])[S:14](O[S:14]([C:13]([F:26])([F:25])[F:12])(=[O:16])=[O:15])(=[O:16])=[O:15]. Given the product [F:12][C:13]([F:26])([F:25])[S:14]([O:1][C:2]1[N:3]=[CH:4][C:5]2[C:10]([CH:11]=1)=[CH:9][CH:8]=[CH:7][CH:6]=2)(=[O:16])=[O:15], predict the reactants needed to synthesize it. (6) Given the product [Cl:23][C:22]([Cl:25])([Cl:24])[CH2:21][O:20][C:18](=[O:19])[NH:1][C:2]1[O:6][N:5]=[C:4]([CH:7]([CH2:9][CH3:10])[CH3:8])[CH:3]=1, predict the reactants needed to synthesize it. The reactants are: [NH2:1][C:2]1[O:6][N:5]=[C:4]([CH:7]([CH2:9][CH3:10])[CH3:8])[CH:3]=1.N1C=CC=CC=1.Cl[C:18]([O:20][CH2:21][C:22]([Cl:25])([Cl:24])[Cl:23])=[O:19]. (7) Given the product [Cl:1][C:2]1[C:3]([F:20])=[C:4]([CH:8]2[CH2:26][NH:25][CH:24]([CH2:23][C:22]([CH3:32])([CH3:31])[CH3:21])[C:9]2([C:12]2[CH:17]=[CH:16][C:15]([Cl:18])=[CH:14][C:13]=2[F:19])[C:10]#[N:11])[CH:5]=[CH:6][CH:7]=1, predict the reactants needed to synthesize it. The reactants are: [Cl:1][C:2]1[C:3]([F:20])=[C:4](/[CH:8]=[C:9](/[C:12]2[CH:17]=[CH:16][C:15]([Cl:18])=[CH:14][C:13]=2[F:19])\[C:10]#[N:11])[CH:5]=[CH:6][CH:7]=1.[CH3:21][C:22]([CH3:32])([CH3:31])[CH2:23]/[CH:24]=[N:25]/[CH2:26][Si](C)(C)C.C(O)(=O)C.O. (8) Given the product [CH:1]1([N:5]2[CH2:11][CH2:10][C:9]3[CH:12]=[CH:13][C:14]([NH:16][C:17]([C:19]4[CH:24]=[N:23][C:22]([C:25]([NH:29][CH3:28])=[O:27])=[CH:21][N:20]=4)=[O:18])=[CH:15][C:8]=3[CH2:7][CH2:6]2)[CH2:2][CH2:3][CH2:4]1, predict the reactants needed to synthesize it. The reactants are: [CH:1]1([N:5]2[CH2:11][CH2:10][C:9]3[CH:12]=[CH:13][C:14]([NH:16][C:17]([C:19]4[N:20]=[CH:21][C:22]([C:25]([OH:27])=O)=[N:23][CH:24]=4)=[O:18])=[CH:15][C:8]=3[CH2:7][CH2:6]2)[CH2:4][CH2:3][CH2:2]1.[CH3:28][NH2:29]. (9) Given the product [CH:1]([C:4]1[CH:9]=[C:8]([CH:10]([CH3:12])[CH3:11])[C:7]([S:13]([C:16]2[CH:21]=[CH:20][CH:19]=[CH:18][CH:17]=2)(=[O:15])=[O:14])=[CH:6][C:5]=1[S:22]([NH:34][CH2:33][CH2:32][C:27]1[CH:28]=[CH:29][CH:30]=[CH:31][N:26]=1)(=[O:24])=[O:23])([CH3:3])[CH3:2], predict the reactants needed to synthesize it. The reactants are: [CH:1]([C:4]1[CH:9]=[C:8]([CH:10]([CH3:12])[CH3:11])[C:7]([S:13]([C:16]2[CH:21]=[CH:20][CH:19]=[CH:18][CH:17]=2)(=[O:15])=[O:14])=[CH:6][C:5]=1[S:22](Cl)(=[O:24])=[O:23])([CH3:3])[CH3:2].[N:26]1[CH:31]=[CH:30][CH:29]=[CH:28][C:27]=1[CH2:32][CH2:33][NH2:34]. (10) Given the product [NH2:60][C@@:59]([C:54]1[CH:53]=[CH:52][C:51]2[C:56](=[CH:57][CH:58]=[C:49]([O:48][C@H:45]3[CH2:44][CH2:43][C@H:42]([C:38]([CH3:41])([CH3:40])[CH3:39])[CH2:47][CH2:46]3)[C:50]=2[F:66])[CH:55]=1)([CH3:65])[CH2:63][OH:62], predict the reactants needed to synthesize it. The reactants are: N[C@@](C1C=CC2C(=CC=C(O[C@H]3CC[C@H](C(C)(C)C)CC3)C=2C2C=CC(OC(F)(F)F)=CC=2)C=1)(C)CO.[C:38]([C@H:42]1[CH2:47][CH2:46][C@H:45]([O:48][C:49]2[C:50]([F:66])=[C:51]3[C:56](=[CH:57][CH:58]=2)[CH:55]=[C:54]([C@:59]2([CH3:65])[CH2:63][O:62]C(=O)[NH:60]2)[CH:53]=[CH:52]3)[CH2:44][CH2:43]1)([CH3:41])([CH3:40])[CH3:39].